This data is from Reaction yield outcomes from USPTO patents with 853,638 reactions. The task is: Predict the reaction yield, written as a fraction of the theoretical maximum amount of product (1.0 means a 100% yield; for example, 0.34 means a 34% yield). (1) The reactants are Cl[C:2]1[CH:7]=[C:6]([O:8][C:9]2[C:14]([F:15])=[CH:13][C:12]([NH:16][C:17]([C:19]3([C:22]([NH:24][C:25]4[CH:30]=[CH:29][C:28]([F:31])=[CH:27][CH:26]=4)=[O:23])[CH2:21][CH2:20]3)=[O:18])=[C:11]([F:32])[CH:10]=2)[CH:5]=[CH:4][N:3]=1.[CH:33]1([C:36]([NH2:38])=[O:37])[CH2:35][CH2:34]1.C(=O)([O-])[O-].[Cs+].[Cs+]. The catalyst is O1CCOCC1.ClCCl.C1C=CC(/C=C/C(/C=C/C2C=CC=CC=2)=O)=CC=1.C1C=CC(/C=C/C(/C=C/C2C=CC=CC=2)=O)=CC=1.C1C=CC(/C=C/C(/C=C/C2C=CC=CC=2)=O)=CC=1.[Pd].[Pd].CC1(C)C2C(=C(P(C3C=CC=CC=3)C3C=CC=CC=3)C=CC=2)OC2C(P(C3C=CC=CC=3)C3C=CC=CC=3)=CC=CC1=2. The product is [CH:33]1([C:36]([NH:38][C:2]2[CH:7]=[C:6]([O:8][C:9]3[C:14]([F:15])=[CH:13][C:12]([NH:16][C:17]([C:19]4([C:22]([NH:24][C:25]5[CH:26]=[CH:27][C:28]([F:31])=[CH:29][CH:30]=5)=[O:23])[CH2:21][CH2:20]4)=[O:18])=[C:11]([F:32])[CH:10]=3)[CH:5]=[CH:4][N:3]=2)=[O:37])[CH2:35][CH2:34]1. The yield is 0.860. (2) The reactants are [CH3:1][O:2][C:3](=[O:24])[C:4]([CH3:23])([N+:20]([O-])=O)[CH2:5][C:6]1[C:14]2[C:9](=[CH:10][CH:11]=[C:12]([O:15][CH2:16][CH2:17][O:18][CH3:19])[CH:13]=2)[NH:8][CH:7]=1. The catalyst is CO. The product is [CH3:1][O:2][C:3](=[O:24])[C:4]([NH2:20])([CH3:23])[CH2:5][C:6]1[C:14]2[C:9](=[CH:10][CH:11]=[C:12]([O:15][CH2:16][CH2:17][O:18][CH3:19])[CH:13]=2)[NH:8][CH:7]=1. The yield is 0.520.